From a dataset of Full USPTO retrosynthesis dataset with 1.9M reactions from patents (1976-2016). Predict the reactants needed to synthesize the given product. Given the product [Br:1][C:2]1[CH:3]=[C:4]([O:14][C@@H:15]([C@@H:17]2[CH2:21][C:20](=[O:22])[N:19]([C@@H:23]([C:25]3[CH:26]=[CH:27][C:28]([O:31][CH3:32])=[CH:29][CH:30]=3)[CH3:24])[CH2:18]2)[CH3:16])[C:5]2[N:6]([N:8]=[CH:9][C:10]=2[C:11]#[N:12])[CH:7]=1, predict the reactants needed to synthesize it. The reactants are: [Br:1][C:2]1[CH:3]=[C:4]([O:14][C@@H:15]([C@@H:17]2[CH2:21][C:20](=[O:22])[N:19]([C@@H:23]([C:25]3[CH:30]=[CH:29][C:28]([O:31][CH3:32])=[CH:27][CH:26]=3)[CH3:24])[CH2:18]2)[CH3:16])[C:5]2[N:6]([N:8]=[CH:9][C:10]=2/[CH:11]=[N:12]/O)[CH:7]=1.